The task is: Regression. Given two drug SMILES strings and cell line genomic features, predict the synergy score measuring deviation from expected non-interaction effect.. This data is from NCI-60 drug combinations with 297,098 pairs across 59 cell lines. (1) Drug 1: CC1=C(C=C(C=C1)NC2=NC=CC(=N2)N(C)C3=CC4=NN(C(=C4C=C3)C)C)S(=O)(=O)N.Cl. Drug 2: C1=CC=C(C(=C1)C(C2=CC=C(C=C2)Cl)C(Cl)Cl)Cl. Cell line: MCF7. Synergy scores: CSS=7.12, Synergy_ZIP=4.89, Synergy_Bliss=10.0, Synergy_Loewe=7.92, Synergy_HSA=7.12. (2) Drug 1: CN1CCC(CC1)COC2=C(C=C3C(=C2)N=CN=C3NC4=C(C=C(C=C4)Br)F)OC. Drug 2: C1=CC(=C2C(=C1NCCNCCO)C(=O)C3=C(C=CC(=C3C2=O)O)O)NCCNCCO. Cell line: SF-539. Synergy scores: CSS=54.9, Synergy_ZIP=10.8, Synergy_Bliss=9.77, Synergy_Loewe=5.47, Synergy_HSA=11.3. (3) Drug 1: C1=CC(=CC=C1CCC2=CNC3=C2C(=O)NC(=N3)N)C(=O)NC(CCC(=O)O)C(=O)O. Drug 2: C1CN(P(=O)(OC1)NCCCl)CCCl. Cell line: COLO 205. Synergy scores: CSS=11.8, Synergy_ZIP=-6.05, Synergy_Bliss=-15.0, Synergy_Loewe=-35.6, Synergy_HSA=-14.8. (4) Drug 1: CC(C1=C(C=CC(=C1Cl)F)Cl)OC2=C(N=CC(=C2)C3=CN(N=C3)C4CCNCC4)N. Drug 2: CCCS(=O)(=O)NC1=C(C(=C(C=C1)F)C(=O)C2=CNC3=C2C=C(C=N3)C4=CC=C(C=C4)Cl)F. Cell line: MDA-MB-231. Synergy scores: CSS=2.63, Synergy_ZIP=-2.96, Synergy_Bliss=-4.43, Synergy_Loewe=-4.58, Synergy_HSA=-3.86.